This data is from Reaction yield outcomes from USPTO patents with 853,638 reactions. The task is: Predict the reaction yield, written as a fraction of the theoretical maximum amount of product (1.0 means a 100% yield; for example, 0.34 means a 34% yield). The reactants are [Br:1][C:2]1[CH:7]=[CH:6][C:5]([OH:8])=[CH:4][C:3]=1[F:9].C(=O)([O-])[O-].[K+].[K+].Br[CH2:17][CH:18]([O:22][CH2:23][CH3:24])[O:19][CH2:20][CH3:21]. The catalyst is CN(C)C=O. The product is [Br:1][C:2]1[CH:7]=[CH:6][C:5]([O:8][CH2:17][CH:18]([O:22][CH2:23][CH3:24])[O:19][CH2:20][CH3:21])=[CH:4][C:3]=1[F:9]. The yield is 1.00.